Dataset: Reaction yield outcomes from USPTO patents with 853,638 reactions. Task: Predict the reaction yield, written as a fraction of the theoretical maximum amount of product (1.0 means a 100% yield; for example, 0.34 means a 34% yield). The reactants are [F:1][C:2]1[CH:7]=[CH:6][C:5]([C:8]([N:10]2[CH2:15][CH2:14][CH2:13][C@@H:12](O)[CH2:11]2)=[O:9])=[CH:4][CH:3]=1.[F:17][C:18]1[CH:23]=[CH:22][CH:21]=[CH:20][C:19]=1[C:24]1[NH:28][N:27]=[N:26][N:25]=1. No catalyst specified. The product is [F:1][C:2]1[CH:7]=[CH:6][C:5]([C:8]([N:10]2[CH2:15][CH2:14][CH2:13][C@H:12]([N:26]3[N:27]=[N:28][C:24]([C:19]4[CH:20]=[CH:21][CH:22]=[CH:23][C:18]=4[F:17])=[N:25]3)[CH2:11]2)=[O:9])=[CH:4][CH:3]=1. The yield is 0.190.